From a dataset of Forward reaction prediction with 1.9M reactions from USPTO patents (1976-2016). Predict the product of the given reaction. (1) Given the reactants [CH3:1][S:2][C:3]1[CH:8]=[CH:7][C:6](O)=[CH:5][CH:4]=1.[C:10]([OH:15])(=[O:14])[C:11]([CH3:13])=[CH2:12].[CH3:16]OC1C=CC(O)=CC=1.C1(C)C=CC(S(O)(=O)=O)=CC=1, predict the reaction product. The product is: [C:10]([O:15][CH2:16][C:6]1[CH:7]=[CH:8][C:3]([S:2][CH3:1])=[CH:4][CH:5]=1)(=[O:14])[C:11]([CH3:13])=[CH2:12]. (2) Given the reactants C([O:8][CH2:9][CH2:10][CH2:11][CH2:12][O:13][C:14]1[C:35]([O:36][CH3:37])=[CH:34][C:17]2[C:18]3[N:23]([CH:24]([C:26]([CH3:29])([CH3:28])[CH3:27])[CH2:25][C:16]=2[CH:15]=1)[CH:22]=[C:21]([C:30]([OH:32])=[O:31])[C:20](=[O:33])[CH:19]=3)C1C=CC=CC=1, predict the reaction product. The product is: [C:26]([CH:24]1[N:23]2[C:18](=[CH:19][C:20](=[O:33])[C:21]([C:30]([OH:32])=[O:31])=[CH:22]2)[C:17]2[CH:34]=[C:35]([O:36][CH3:37])[C:14]([O:13][CH2:12][CH2:11][CH2:10][CH2:9][OH:8])=[CH:15][C:16]=2[CH2:25]1)([CH3:29])([CH3:27])[CH3:28]. (3) Given the reactants [Cl:1][C:2]1[CH:3]=[C:4]([C:23]2[CH:28]=[CH:27][C:26]([C:29]([N:31]3[CH2:36][CH2:35][CH:34]([C:37]([F:40])([F:39])[F:38])[CH2:33][CH2:32]3)=[O:30])=[CH:25][CH:24]=2)[CH:5]=[C:6]([Cl:22])[C:7]=1[CH2:8][C@@H:9]1[CH2:13][CH2:12][N:11]([C@H:14]2[CH2:19][CH2:18][C@H:17]([OH:20])[CH2:16][CH2:15]2)[C:10]1=[O:21].C(N(CC)CC)C.[CH3:48][S:49](O[S:49]([CH3:48])(=[O:51])=[O:50])(=[O:51])=[O:50], predict the reaction product. The product is: [Cl:22][C:6]1[CH:5]=[C:4]([C:23]2[CH:28]=[CH:27][C:26]([C:29]([N:31]3[CH2:36][CH2:35][CH:34]([C:37]([F:38])([F:40])[F:39])[CH2:33][CH2:32]3)=[O:30])=[CH:25][CH:24]=2)[CH:3]=[C:2]([Cl:1])[C:7]=1[CH2:8][C@@H:9]1[CH2:13][CH2:12][N:11]([C@H:14]2[CH2:19][CH2:18][C@H:17]([O:20][S:49]([CH3:48])(=[O:51])=[O:50])[CH2:16][CH2:15]2)[C:10]1=[O:21].